The task is: Predict the reactants needed to synthesize the given product.. This data is from Full USPTO retrosynthesis dataset with 1.9M reactions from patents (1976-2016). (1) Given the product [Cl:14][S:15]([C:6]1[CH:7]=[CH:8][CH:9]=[C:10]2[C:5]=1[CH:4]=[CH:3][CH:2]=[C:1]2[C:11]([OH:13])=[O:12])(=[O:17])=[O:16], predict the reactants needed to synthesize it. The reactants are: [C:1]1([C:11]([OH:13])=[O:12])[C:10]2[C:5](=[CH:6][CH:7]=[CH:8][CH:9]=2)[CH:4]=[CH:3][CH:2]=1.[Cl:14][S:15](O)(=[O:17])=[O:16]. (2) Given the product [Cl:25][CH2:24][CH2:23][O:15][C:12]1[CH:13]=[CH:14][C:9]2[S:8][CH:7]=[C:6]([CH3:5])[C:10]=2[CH:11]=1, predict the reactants needed to synthesize it. The reactants are: CC(C)=O.[CH3:5][C:6]1[C:10]2[CH:11]=[C:12]([OH:15])[CH:13]=[CH:14][C:9]=2[S:8][CH:7]=1.C(=O)([O-])[O-].[Cs+].[Cs+].Br[CH2:23][CH2:24][Cl:25]. (3) Given the product [CH3:1][O:2][C:3]([C:5]1[S:6][C:7]([CH:27]2[CH2:36][CH2:35][C:30]3([O:34][CH2:33][CH2:32][O:31]3)[CH2:29][CH2:28]2)=[CH:8][C:9]=1[N:10]([C@H:20]1[CH2:21][CH2:22][C@H:23]([OH:26])[CH2:24][CH2:25]1)[C:11]([C@H:13]1[CH2:14][CH2:15][C@H:16]([CH3:19])[CH2:17][CH2:18]1)=[O:12])=[O:4], predict the reactants needed to synthesize it. The reactants are: [CH3:1][O:2][C:3]([C:5]1[S:6][C:7]([C:27]2[CH2:36][CH2:35][C:30]3([O:34][CH2:33][CH2:32][O:31]3)[CH2:29][CH:28]=2)=[CH:8][C:9]=1[N:10]([C@H:20]1[CH2:25][CH2:24][C@H:23]([OH:26])[CH2:22][CH2:21]1)[C:11]([C@H:13]1[CH2:18][CH2:17][C@H:16]([CH3:19])[CH2:15][CH2:14]1)=[O:12])=[O:4].